This data is from Full USPTO retrosynthesis dataset with 1.9M reactions from patents (1976-2016). The task is: Predict the reactants needed to synthesize the given product. (1) Given the product [C:1]([C:3]1[C:4]([N:17]2[CH2:18][CH:19]([C:21]([NH:36][S:33]([CH2:32][C:29]3[CH:30]=[CH:31][C:26]([CH2:24][CH3:25])=[CH:27][CH:28]=3)(=[O:34])=[O:35])=[O:23])[CH2:20]2)=[N:5][C:6]([CH:14]([F:15])[F:16])=[C:7]([CH:8]=1)[C:9]([O:11][CH2:12][CH3:13])=[O:10])#[N:2], predict the reactants needed to synthesize it. The reactants are: [C:1]([C:3]1[C:4]([N:17]2[CH2:20][CH:19]([C:21]([OH:23])=O)[CH2:18]2)=[N:5][C:6]([CH:14]([F:16])[F:15])=[C:7]([C:9]([O:11][CH2:12][CH3:13])=[O:10])[CH:8]=1)#[N:2].[CH2:24]([C:26]1[CH:31]=[CH:30][C:29]([CH2:32][S:33]([NH2:36])(=[O:35])=[O:34])=[CH:28][CH:27]=1)[CH3:25]. (2) Given the product [OH:28][C@H:10]1[C@H:11]([OH:20])[C@@H:12]([NH:16][C:17](=[O:19])[CH3:18])[C@@H:13]([CH2:14][OH:15])[NH:8][C@@H:9]1[CH2:36][OH:37], predict the reactants needed to synthesize it. The reactants are: C([N:8]1[C@H:13]([CH2:14][OH:15])[C@H:12]([NH:16][C:17](=[O:19])[CH3:18])[C@@H:11]([O:20]CC2C=CC=CC=2)[C@H:10]([O:28]CC2C=CC=CC=2)[C@H:9]1[CH2:36][O:37]CC1C=CC=CC=1)C1C=CC=CC=1. (3) Given the product [NH2:39][C@H:35]1[CH2:36][CH2:37][CH2:38][N:33]([C:25]2[C:24]([NH:23][C:21]([C:19]3[N:20]=[C:16]([C:10]4[C:9]([F:8])=[CH:14][CH:13]=[CH:12][C:11]=4[F:15])[S:17][CH:18]=3)=[O:22])=[CH:29][N:28]=[C:27]3[CH:30]=[CH:31][S:32][C:26]=23)[CH2:34]1, predict the reactants needed to synthesize it. The reactants are: C(O)(C(F)(F)F)=O.[F:8][C:9]1[CH:14]=[CH:13][CH:12]=[C:11]([F:15])[C:10]=1[C:16]1[S:17][CH:18]=[C:19]([C:21]([NH:23][C:24]2[C:25]([N:33]3[CH2:38][CH2:37][CH2:36][C@H:35]([NH:39]C(=O)OC(C)(C)C)[CH2:34]3)=[C:26]3[S:32][CH:31]=[CH:30][C:27]3=[N:28][CH:29]=2)=[O:22])[N:20]=1. (4) The reactants are: [N:1]1([C:6]2[CH:11]=[CH:10][C:9]([CH2:12]O)=[CH:8][CH:7]=2)[CH:5]=[CH:4][CH:3]=[N:2]1.S(Cl)([Cl:16])=O. Given the product [Cl:16][CH2:12][C:9]1[CH:10]=[CH:11][C:6]([N:1]2[CH:5]=[CH:4][CH:3]=[N:2]2)=[CH:7][CH:8]=1, predict the reactants needed to synthesize it. (5) Given the product [NH2:37][C:8]1[C:7]2[N:16]=[C:4]([CH2:1][CH2:2][CH3:3])[N:5]([CH2:17][CH2:18][CH2:19][CH2:20][CH2:21][C:22]([NH2:24])=[O:23])[C:6]=2[C:15]2[N:14]=[CH:13][CH:12]=[CH:11][C:10]=2[N:9]=1, predict the reactants needed to synthesize it. The reactants are: [CH2:1]([C:4]1[N:5]([CH2:17][CH2:18][CH2:19][CH2:20][CH2:21][C:22]([NH2:24])=[O:23])[C:6]2[C:15]3[N:14]=[CH:13][CH:12]=[CH:11][C:10]=3[N:9]=[CH:8][C:7]=2[N:16]=1)[CH2:2][CH3:3].C1C=C(Cl)C=C(C(OO)=O)C=1.[OH-].[NH4+:37].C1(C)C=CC(S(Cl)(=O)=O)=CC=1.